From a dataset of Forward reaction prediction with 1.9M reactions from USPTO patents (1976-2016). Predict the product of the given reaction. Given the reactants [C:1]([C@H:9]([CH2:13][O:14][CH2:15][CH2:16][CH2:17][CH2:18][CH2:19][CH2:20][CH2:21][CH2:22][CH2:23][CH2:24][CH2:25][CH2:26][CH2:27][CH2:28][CH2:29][CH3:30])[CH2:10][CH2:11]Br)(=[O:8])[C:2]1[CH:7]=[CH:6][CH:5]=[CH:4][CH:3]=1.[P:31]([O:38]CC)([O:35][CH2:36][CH3:37])[O:32][CH2:33][CH3:34], predict the reaction product. The product is: [C:1]([C@H:9]([CH2:13][O:14][CH2:15][CH2:16][CH2:17][CH2:18][CH2:19][CH2:20][CH2:21][CH2:22][CH2:23][CH2:24][CH2:25][CH2:26][CH2:27][CH2:28][CH2:29][CH3:30])[CH2:10][CH2:11][P:31]([O:35][CH2:36][CH3:37])(=[O:38])[O:32][CH2:33][CH3:34])(=[O:8])[C:2]1[CH:7]=[CH:6][CH:5]=[CH:4][CH:3]=1.